This data is from Peptide-MHC class II binding affinity with 134,281 pairs from IEDB. The task is: Regression. Given a peptide amino acid sequence and an MHC pseudo amino acid sequence, predict their binding affinity value. This is MHC class II binding data. (1) The peptide sequence is NVQSLGWNIITFKDK. The MHC is HLA-DQA10102-DQB10501 with pseudo-sequence HLA-DQA10102-DQB10501. The binding affinity (normalized) is 0.438. (2) The peptide sequence is RIIAGTLEVHAVKPA. The MHC is DRB4_0101 with pseudo-sequence DRB4_0103. The binding affinity (normalized) is 0.346. (3) The peptide sequence is LTVMDRYSVDADLQL. The MHC is DRB1_0404 with pseudo-sequence DRB1_0404. The binding affinity (normalized) is 0.171. (4) The peptide sequence is RVFDKADGKSKRD. The MHC is HLA-DPA10201-DPB10501 with pseudo-sequence HLA-DPA10201-DPB10501. The binding affinity (normalized) is 0.120. (5) The peptide sequence is ASTGGAYESYKFIPA. The MHC is DRB4_0101 with pseudo-sequence DRB4_0103. The binding affinity (normalized) is 0. (6) The peptide sequence is FFTLGSITAQPVKID. The MHC is DRB1_0401 with pseudo-sequence DRB1_0401. The binding affinity (normalized) is 0.480. (7) The peptide sequence is MATTLPVQRHPRSLF. The MHC is DRB1_0404 with pseudo-sequence DRB1_0404. The binding affinity (normalized) is 0.0408. (8) The peptide sequence is NTSYRLISCNTSVI. The MHC is HLA-DQA10201-DQB10202 with pseudo-sequence HLA-DQA10201-DQB10202. The binding affinity (normalized) is 0.116. (9) The peptide sequence is CYGGHTNEDDSNFAHW. The MHC is DRB1_1101 with pseudo-sequence DRB1_1101. The binding affinity (normalized) is 0. (10) The peptide sequence is KRHRLIGAVVLAVSV. The MHC is DRB3_0202 with pseudo-sequence DRB3_0202. The binding affinity (normalized) is 0.331.